This data is from NCI-60 drug combinations with 297,098 pairs across 59 cell lines. The task is: Regression. Given two drug SMILES strings and cell line genomic features, predict the synergy score measuring deviation from expected non-interaction effect. (1) Synergy scores: CSS=36.5, Synergy_ZIP=5.55, Synergy_Bliss=4.43, Synergy_Loewe=-4.27, Synergy_HSA=0.222. Cell line: M14. Drug 2: CN1C(=O)N2C=NC(=C2N=N1)C(=O)N. Drug 1: C1=C(C(=O)NC(=O)N1)F. (2) Drug 1: CC1=C2C(C(=O)C3(C(CC4C(C3C(C(C2(C)C)(CC1OC(=O)C(C(C5=CC=CC=C5)NC(=O)C6=CC=CC=C6)O)O)OC(=O)C7=CC=CC=C7)(CO4)OC(=O)C)O)C)OC(=O)C. Drug 2: C(CC(=O)O)C(=O)CN.Cl. Cell line: T-47D. Synergy scores: CSS=22.6, Synergy_ZIP=-1.09, Synergy_Bliss=3.90, Synergy_Loewe=-28.0, Synergy_HSA=-1.15. (3) Drug 1: CN(CC1=CN=C2C(=N1)C(=NC(=N2)N)N)C3=CC=C(C=C3)C(=O)NC(CCC(=O)O)C(=O)O. Drug 2: C1CN1P(=S)(N2CC2)N3CC3. Cell line: RXF 393. Synergy scores: CSS=34.5, Synergy_ZIP=-3.61, Synergy_Bliss=-6.52, Synergy_Loewe=-40.3, Synergy_HSA=-5.73. (4) Drug 1: CC1=C(C(=CC=C1)Cl)NC(=O)C2=CN=C(S2)NC3=CC(=NC(=N3)C)N4CCN(CC4)CCO. Drug 2: C1C(C(OC1N2C=NC(=NC2=O)N)CO)O. Cell line: RPMI-8226. Synergy scores: CSS=33.2, Synergy_ZIP=-0.162, Synergy_Bliss=0.233, Synergy_Loewe=-10.8, Synergy_HSA=2.16. (5) Drug 1: C1=CC(=CC=C1C#N)C(C2=CC=C(C=C2)C#N)N3C=NC=N3. Drug 2: C1=NC2=C(N1)C(=S)N=CN2. Cell line: NCI-H322M. Synergy scores: CSS=43.0, Synergy_ZIP=-2.34, Synergy_Bliss=-3.11, Synergy_Loewe=-5.54, Synergy_HSA=-2.30.